From a dataset of Forward reaction prediction with 1.9M reactions from USPTO patents (1976-2016). Predict the product of the given reaction. (1) Given the reactants ClC1C2N=C(C3C=C(C=CC=3)C(NCC[CH:19]3[CH2:24][CH2:23][N:22](C4C=CN=CC=4)[CH2:21][CH2:20]3)=O)SC=2C=CC=1.[NH:34]1[CH2:39][CH2:38][NH:37][CH2:36][CH2:35]1.[Cl:40][C:41]1[C:49]2[N:48]=[C:47]([C:50]3[CH:51]=[C:52]([C:56]4[CH:57]=[C:58]([CH:62]=[CH:63][N:64]=4)[C:59](O)=[O:60])[CH:53]=[CH:54][CH:55]=3)[NH:46][C:45]=2[CH:44]=[CH:43][CH:42]=1.ClC1C=C(C=CN=1)C(OC)=O, predict the reaction product. The product is: [Cl:40][C:41]1[C:49]2[N:48]=[C:47]([C:50]3[CH:51]=[C:52]([C:56]4[CH:57]=[C:58]([C:59]([N:34]5[CH2:39][CH2:38][N:37]([C:19]6[CH:24]=[CH:23][N:22]=[CH:21][CH:20]=6)[CH2:36][CH2:35]5)=[O:60])[CH:62]=[CH:63][N:64]=4)[CH:53]=[CH:54][CH:55]=3)[NH:46][C:45]=2[CH:44]=[CH:43][CH:42]=1. (2) Given the reactants [C:1]1([C:11]2[CH:12]([C:18]3[CH:23]=[CH:22][N:21]=[CH:20][CH:19]=3)[CH2:13][C:14](=[O:17])[NH:15][N:16]=2)[C:10]2[C:5](=[CH:6][CH:7]=[CH:8][CH:9]=2)[CH:4]=[CH:3][CH:2]=1.BrBr.[OH-].[Na+], predict the reaction product. The product is: [C:1]1([C:11]2[N:16]=[N:15][C:14]([OH:17])=[CH:13][C:12]=2[C:18]2[CH:19]=[CH:20][N:21]=[CH:22][CH:23]=2)[C:10]2[C:5](=[CH:6][CH:7]=[CH:8][CH:9]=2)[CH:4]=[CH:3][CH:2]=1.